Dataset: Full USPTO retrosynthesis dataset with 1.9M reactions from patents (1976-2016). Task: Predict the reactants needed to synthesize the given product. Given the product [CH:13]1([O:12][C:9]2[C:10]3[N:11]=[C:2]([C:30]#[C:29][CH:31]4[CH2:33][CH2:32]4)[CH:3]=[CH:4][C:5]=3[N:6]=[C:7]([NH:16][C@@H:17]([C:19]3[CH:24]=[CH:23][C:22]([S:25]([NH2:28])(=[O:27])=[O:26])=[CH:21][CH:20]=3)[CH3:18])[N:8]=2)[CH2:15][CH2:14]1, predict the reactants needed to synthesize it. The reactants are: Cl[C:2]1[CH:3]=[CH:4][C:5]2[N:6]=[C:7]([NH:16][CH:17]([C:19]3[CH:24]=[CH:23][C:22]([S:25]([NH2:28])(=[O:27])=[O:26])=[CH:21][CH:20]=3)[CH3:18])[N:8]=[C:9]([O:12][CH:13]3[CH2:15][CH2:14]3)[C:10]=2[N:11]=1.[C:29]([CH:31]1[CH2:33][CH2:32]1)#[CH:30].O.